Binary Classification. Given a drug SMILES string, predict its activity (active/inactive) in a high-throughput screening assay against a specified biological target. From a dataset of M1 muscarinic receptor antagonist screen with 61,756 compounds. (1) The molecule is O=C(Nc1cc2c(cc1)cccc2)CN1CCN(CC1)c1ncccc1. The result is 0 (inactive). (2) The molecule is OC(=O)C1C(CCCC1)C(=O)Nc1c(OC)ccc(c1)C. The result is 0 (inactive). (3) The compound is S(=O)(=O)(Nc1c(SC)cccc1)c1ccccc1. The result is 0 (inactive). (4) The result is 0 (inactive). The molecule is Clc1cc(NC(=O)CSC(=O)N)ccc1Cl. (5) The drug is O1CCN(CC1)CCNC(=O)c1c2nc3c(nc2n(c1N)c1ccccc1)cccc3. The result is 0 (inactive). (6) The molecule is Brc1ccc(CSCC(=O)N)cc1. The result is 0 (inactive).